The task is: Regression. Given two drug SMILES strings and cell line genomic features, predict the synergy score measuring deviation from expected non-interaction effect.. This data is from NCI-60 drug combinations with 297,098 pairs across 59 cell lines. (1) Drug 1: CC1=CC=C(C=C1)C2=CC(=NN2C3=CC=C(C=C3)S(=O)(=O)N)C(F)(F)F. Drug 2: C1=CN(C=N1)CC(O)(P(=O)(O)O)P(=O)(O)O. Cell line: A498. Synergy scores: CSS=1.72, Synergy_ZIP=-1.04, Synergy_Bliss=-0.678, Synergy_Loewe=-1.91, Synergy_HSA=-1.56. (2) Drug 2: CC1CCC2CC(C(=CC=CC=CC(CC(C(=O)C(C(C(=CC(C(=O)CC(OC(=O)C3CCCCN3C(=O)C(=O)C1(O2)O)C(C)CC4CCC(C(C4)OC)O)C)C)O)OC)C)C)C)OC. Drug 1: C1=NC2=C(N1)C(=S)N=C(N2)N. Synergy scores: CSS=17.9, Synergy_ZIP=-17.3, Synergy_Bliss=-13.2, Synergy_Loewe=-9.82, Synergy_HSA=-7.37. Cell line: OVCAR-4.